From a dataset of Reaction yield outcomes from USPTO patents with 853,638 reactions. Predict the reaction yield, written as a fraction of the theoretical maximum amount of product (1.0 means a 100% yield; for example, 0.34 means a 34% yield). (1) The reactants are N(C(OC(C)C)=O)=NC(OC(C)C)=O.[C:15]([N:34]1[CH:38]=[CH:37][N:36]=[C:35]1[CH2:39][CH2:40][OH:41])([C:28]1[CH:33]=[CH:32][CH:31]=[CH:30][CH:29]=1)([C:22]1[CH:27]=[CH:26][CH:25]=[CH:24][CH:23]=1)[C:16]1[CH:21]=[CH:20][CH:19]=[CH:18][CH:17]=1.O[C:43]1[C:44]([I:53])=[N:45][CH:46]=[C:47]([CH:52]=1)[C:48]([O:50][CH3:51])=[O:49].C1(P(C2C=CC=CC=2)C2C=CC=CC=2)C=CC=CC=1.O1CCCC1. The catalyst is O. The product is [I:53][C:44]1[C:43]([O:41][CH2:40][CH2:39][C:35]2[N:34]([C:15]([C:28]3[CH:29]=[CH:30][CH:31]=[CH:32][CH:33]=3)([C:22]3[CH:23]=[CH:24][CH:25]=[CH:26][CH:27]=3)[C:16]3[CH:21]=[CH:20][CH:19]=[CH:18][CH:17]=3)[CH:38]=[CH:37][N:36]=2)=[CH:52][C:47]([C:48]([O:50][CH3:51])=[O:49])=[CH:46][N:45]=1. The yield is 0.440. (2) The reactants are [CH3:1][O:2][C:3]1[C:4]([CH3:10])=[C:5]([CH:7]=[CH:8][CH:9]=1)[NH2:6].NC1C=[C:16]([O:18]C)[CH:15]=CC=1C(=O)C. No catalyst specified. The product is [NH2:6][C:5]1[C:4]([CH3:10])=[C:3]([O:2][CH3:1])[CH:9]=[CH:8][C:7]=1[C:16](=[O:18])[CH3:15]. The yield is 0.230. (3) The reactants are C(N(CC)CC)C.[CH2:8]([O:10][C:11]([C:13]1[C:18](O)=[CH:17][C:16](=[O:20])[N:15]([CH3:21])[CH:14]=1)=[O:12])[CH3:9].O=P(Cl)(Cl)[Cl:24]. No catalyst specified. The product is [CH2:8]([O:10][C:11]([C:13]1[C:18]([Cl:24])=[CH:17][C:16](=[O:20])[N:15]([CH3:21])[CH:14]=1)=[O:12])[CH3:9]. The yield is 0.670. (4) The reactants are Cl[C:2]1[C:7]([I:8])=[CH:6][N:5]=[CH:4][N:3]=1.[CH:9]1([NH2:12])[CH2:11][CH2:10]1.C(=O)([O-])[O-].[Cs+].[Cs+]. The catalyst is CN(C=O)C.C(Cl)Cl. The product is [CH:9]1([NH:12][C:2]2[C:7]([I:8])=[CH:6][N:5]=[CH:4][N:3]=2)[CH2:11][CH2:10]1. The yield is 0.790.